This data is from Catalyst prediction with 721,799 reactions and 888 catalyst types from USPTO. The task is: Predict which catalyst facilitates the given reaction. (1) Reactant: [CH2:1]([N:8]1[CH:12]=[N:11][N:10]=[N:9]1)[C:2]1[CH:7]=[CH:6][CH:5]=[CH:4][CH:3]=1.[OH-].[Na+].[I:15]I. Product: [CH2:1]([N:8]1[C:12]([I:15])=[N:11][N:10]=[N:9]1)[C:2]1[CH:3]=[CH:4][CH:5]=[CH:6][CH:7]=1. The catalyst class is: 1. (2) Reactant: [CH3:1][C@@H:2]([C@@H:9]1[C@@:13]2([CH3:28])[CH2:14][CH2:15][CH2:16]/[C:17](=[CH:18]\[CH:19]=[C:20]3\[CH2:21][C@@H:22]([OH:27])[CH2:23][CH2:24][C:25]\3=[CH2:26])/[C@@H:12]2[CH2:11][CH2:10]1)[CH2:3][CH2:4][CH2:5][CH:6]([CH3:8])[CH3:7].C(N(CC)C(C)C)(C)C.Cl[CH2:39][O:40][CH3:41].[Cl-].[NH4+]. Product: [CH3:39][O:40][CH2:41][O:27][CH:22]1[CH2:23][CH2:24][C@@:25]2([CH3:26])[C:20](=[CH:19][CH:18]=[C:17]3[C@@H:16]2[CH2:15][CH2:14][C@@:13]2([CH3:28])[C@H:12]3[CH2:11][CH2:10][C@@H:9]2[C@@H:2]([CH3:1])[CH2:3][CH2:4][CH2:5][CH:6]([CH3:7])[CH3:8])[CH2:21]1. The catalyst class is: 4. (3) Reactant: [S:1]1[C:6]2[CH:7]=[CH:8][C:9]([CH2:11][NH:12][CH:13]3[CH2:18][CH2:17][N:16]([CH2:19][CH2:20][N:21]4[C:30]5[C:25](=[CH:26][CH:27]=[C:28]([O:31][CH3:32])[CH:29]=5)[N:24]=[CH:23][C:22]4=[O:33])[CH2:15][CH2:14]3)=[CH:10][C:5]=2[S:4][CH2:3][CH2:2]1.[ClH:34].C(OCC)(=O)C. Product: [ClH:34].[S:1]1[C:6]2[CH:7]=[CH:8][C:9]([CH2:11][NH:12][CH:13]3[CH2:14][CH2:15][N:16]([CH2:19][CH2:20][N:21]4[C:30]5[C:25](=[CH:26][CH:27]=[C:28]([O:31][CH3:32])[CH:29]=5)[N:24]=[CH:23][C:22]4=[O:33])[CH2:17][CH2:18]3)=[CH:10][C:5]=2[S:4][CH2:3][CH2:2]1. The catalyst class is: 13. (4) Reactant: FC(F)(F)C(O)=O.N1(C2N=CC(C3SC4C=C(C(OCC)=O)C=CC=4N=3)=CC=2)CCNCC1.[CH3:34][O:35][C:36]1[CH:63]=[CH:62][C:39]2[N:40]=[C:41]([C:43]3[CH:44]=[CH:45][C:46]([N:49]4[CH2:54][CH2:53][N:52](C(OC(C)(C)C)=O)[CH2:51][CH2:50]4)=[N:47][CH:48]=3)[S:42][C:38]=2[CH:37]=1.[OH-].[Na+].C(=O)([O-])O.[Na+]. Product: [CH3:34][O:35][C:36]1[CH:63]=[CH:62][C:39]2[N:40]=[C:41]([C:43]3[CH:48]=[N:47][C:46]([N:49]4[CH2:54][CH2:53][NH:52][CH2:51][CH2:50]4)=[CH:45][CH:44]=3)[S:42][C:38]=2[CH:37]=1. The catalyst class is: 2. (5) Reactant: F[C:2](F)(F)[C:3]([C:5]1[C:10]2[CH:11]([C:13]#[N:14])[CH2:12][C:9]=2[CH:8]=[CH:7][CH:6]=1)=[O:4]. Product: [C:3]([C:5]1[C:10]2[CH:11]([C:13]#[N:14])[CH2:12][C:9]=2[CH:8]=[CH:7][CH:6]=1)(=[O:4])[CH3:2]. The catalyst class is: 17. (6) Reactant: [C:1]([SH:9])(=[S:8])[C:2]1[CH:7]=[CH:6][CH:5]=[CH:4][CH:3]=1.[Cl:10][C:11]1[CH:19]=[CH:18][C:14]([C:15]([CH3:17])=[CH2:16])=[CH:13][CH:12]=1. Product: [C:1]([S:9][C:15]([C:14]1[CH:18]=[CH:19][C:11]([Cl:10])=[CH:12][CH:13]=1)([CH3:17])[CH3:16])(=[S:8])[C:2]1[CH:7]=[CH:6][CH:5]=[CH:4][CH:3]=1. The catalyst class is: 81.